Dataset: Reaction yield outcomes from USPTO patents with 853,638 reactions. Task: Predict the reaction yield, written as a fraction of the theoretical maximum amount of product (1.0 means a 100% yield; for example, 0.34 means a 34% yield). The reactants are [Cl:1][C:2]1[CH:7]=[CH:6][C:5]([CH:8]([C:10]2[CH:14]=[C:13]([C:15]3[CH:20]=[CH:19][N:18]=[CH:17][CH:16]=3)[S:12][C:11]=2[C:21]2[NH:25][CH:24]=[N:23][N:22]=2)O)=[CH:4][CH:3]=1.[N:26]1[CH:31]=CC=C[CH:27]=1.CS(Cl)(=O)=O.CNC. The catalyst is C(Cl)Cl.C1COCC1. The product is [Cl:1][C:2]1[CH:7]=[CH:6][C:5]([CH:8]([C:10]2[CH:14]=[C:13]([C:15]3[CH:20]=[CH:19][N:18]=[CH:17][CH:16]=3)[S:12][C:11]=2[C:21]2[NH:25][CH:24]=[N:23][N:22]=2)[N:26]([CH3:31])[CH3:27])=[CH:4][CH:3]=1. The yield is 0.760.